This data is from Full USPTO retrosynthesis dataset with 1.9M reactions from patents (1976-2016). The task is: Predict the reactants needed to synthesize the given product. (1) Given the product [CH3:1][C:2]1([C:21]([N:67]2[C:66]([NH2:69])=[N:65][C:64]([C:54]3[C:63]4[C:58](=[CH:59][CH:60]=[CH:61][CH:62]=4)[CH:57]=[CH:56][CH:55]=3)=[N:68]2)=[O:23])[CH2:17][C:10]2([N+:18]([O-:20])=[O:19])[C:11]3[C:16]([CH:3]1[C:4]1[C:9]2=[CH:8][CH:7]=[CH:6][CH:5]=1)=[CH:15][CH:14]=[CH:13][CH:12]=3, predict the reactants needed to synthesize it. The reactants are: [CH3:1][C:2]1([C:21]([OH:23])=O)[CH2:17][C:10]2([N+:18]([O-:20])=[O:19])[C:11]3[C:16]([CH:3]1[C:4]1[C:9]2=[CH:8][CH:7]=[CH:6][CH:5]=1)=[CH:15][CH:14]=[CH:13][CH:12]=3.ON1C2C=CC=CC=2N=N1.C(N(C(C)C)C(C)C)C.CCN=C=NCCCN(C)C.[C:54]1([C:64]2[NH:68][N:67]=[C:66]([NH2:69])[N:65]=2)[C:63]2[C:58](=[CH:59][CH:60]=[CH:61][CH:62]=2)[CH:57]=[CH:56][CH:55]=1. (2) The reactants are: [Cl:1][C:2]1[C:3](=[O:30])[N:4]([C:19]2[CH:24]=[C:23]([C:25](=O)[C:26]#[CH:27])[CH:22]=[CH:21][C:20]=2[CH3:29])[C:5]([CH3:18])=[N:6][C:7]=1[O:8][CH2:9][C:10]1[CH:15]=[CH:14][C:13]([F:16])=[CH:12][C:11]=1[F:17].Cl.[OH:32][C:33]([CH3:38])([CH3:37])[C:34]([NH2:36])=[NH:35].C(=O)([O-])[O-].[K+].[K+]. Given the product [Cl:1][C:2]1[C:3](=[O:30])[N:4]([C:19]2[CH:24]=[C:23]([C:25]3[CH:26]=[CH:27][N:36]=[C:34]([C:33]([OH:32])([CH3:38])[CH3:37])[N:35]=3)[CH:22]=[CH:21][C:20]=2[CH3:29])[C:5]([CH3:18])=[N:6][C:7]=1[O:8][CH2:9][C:10]1[CH:15]=[CH:14][C:13]([F:16])=[CH:12][C:11]=1[F:17], predict the reactants needed to synthesize it. (3) Given the product [CH3:3][N:2]([N:4]=[N:5][C:6]1[C:14]2[C:9](=[N:10][CH:11]=[CH:12][CH:13]=2)[Se:8][C:7]=1[C:15]([OH:17])=[O:16])[CH3:1], predict the reactants needed to synthesize it. The reactants are: [CH3:1][N:2]([N:4]=[N:5][C:6]1[C:14]2[C:9](=[N:10][CH:11]=[CH:12][CH:13]=2)[Se:8][C:7]=1[C:15]([O:17]CC)=[O:16])[CH3:3].[OH-].[Na+].Cl.